This data is from Reaction yield outcomes from USPTO patents with 853,638 reactions. The task is: Predict the reaction yield, written as a fraction of the theoretical maximum amount of product (1.0 means a 100% yield; for example, 0.34 means a 34% yield). (1) The reactants are Br[C:2]1[CH:3]=[N:4][C:5]([C:8]([OH:11])([CH3:10])[CH3:9])=[N:6][CH:7]=1.[OH:12][C:13]([CH3:46])([CH3:45])[CH2:14][C@@:15]1([C:39]2[CH:44]=[CH:43][CH:42]=[CH:41][CH:40]=2)[O:20][C:19](=[O:21])[N:18]([C@H:22]([C:24]2[CH:29]=[CH:28][C:27](B3OC(C)(C)C(C)(C)O3)=[CH:26][CH:25]=2)[CH3:23])[CH2:17][CH2:16]1.C([O-])(O)=O.[Na+]. The catalyst is COCCOC.CCO.C1C=CC([P]([Pd]([P](C2C=CC=CC=2)(C2C=CC=CC=2)C2C=CC=CC=2)([P](C2C=CC=CC=2)(C2C=CC=CC=2)C2C=CC=CC=2)[P](C2C=CC=CC=2)(C2C=CC=CC=2)C2C=CC=CC=2)(C2C=CC=CC=2)C2C=CC=CC=2)=CC=1. The product is [OH:12][C:13]([CH3:45])([CH3:46])[CH2:14][C@@:15]1([C:39]2[CH:44]=[CH:43][CH:42]=[CH:41][CH:40]=2)[O:20][C:19](=[O:21])[N:18]([C@H:22]([C:24]2[CH:25]=[CH:26][C:27]([C:2]3[CH:3]=[N:4][C:5]([C:8]([OH:11])([CH3:10])[CH3:9])=[N:6][CH:7]=3)=[CH:28][CH:29]=2)[CH3:23])[CH2:17][CH2:16]1. The yield is 0.251. (2) The reactants are N12CCN(CC1)CC2.[CH3:9][N:10]([CH3:15])[S:11](Cl)(=[O:13])=[O:12].[Br:16][C:17]1[C:18]([CH3:22])=[N:19][NH:20][CH:21]=1. The catalyst is C(#N)C. The product is [CH3:9][N:10]([CH3:15])[S:11]([N:20]1[CH:21]=[C:17]([Br:16])[C:18]([CH3:22])=[N:19]1)(=[O:13])=[O:12]. The yield is 0.810. (3) The reactants are [Br:1][C:2]1[C:10]2[S:9][C:8]([CH2:11][OH:12])=[CH:7][C:6]=2[CH:5]=[CH:4][CH:3]=1.[F:13][C:14]([F:23])([F:22])[C:15]1[CH:16]=[C:17](O)[CH:18]=[CH:19][CH:20]=1. No catalyst specified. The product is [Br:1][C:2]1[C:10]2[S:9][C:8]([CH2:11][O:12][C:19]3[CH:18]=[CH:17][CH:16]=[C:15]([C:14]([F:23])([F:22])[F:13])[CH:20]=3)=[CH:7][C:6]=2[CH:5]=[CH:4][CH:3]=1. The yield is 0.970. (4) The catalyst is ClCCl. The product is [CH3:1][O:2][C:3](=[O:11])[C:4]1[C:9]([NH:10][C:35](=[O:36])[CH:31]([NH:30][C:29]([O:28][CH2:21][C:22]2[CH:23]=[CH:24][CH:25]=[CH:26][CH:27]=2)=[O:38])[CH:32]([CH3:34])[CH3:33])=[CH:8][CH:7]=[N:6][CH:5]=1. The yield is 0.901. The reactants are [CH3:1][O:2][C:3](=[O:11])[C:4]1[C:9]([NH2:10])=[CH:8][CH:7]=[N:6][CH:5]=1.C(N(C(C)C)CC)(C)C.[CH2:21]([O:28][C:29](=[O:38])[NH:30][CH:31]([C:35](F)=[O:36])[CH:32]([CH3:34])[CH3:33])[C:22]1[CH:27]=[CH:26][CH:25]=[CH:24][CH:23]=1. (5) The reactants are [Cl:1][C:2]1[C:3]([OH:13])=[CH:4][C:5]([OH:12])=[C:6]([CH:11]=1)[C:7]([O:9][CH3:10])=[O:8].Cl[CH2:15][C:16]1[CH:21]=[CH:20][C:19]([O:22][CH3:23])=[CH:18][CH:17]=1.C([O-])([O-])=O.[K+].[K+]. The catalyst is CC(C)=O. The product is [Cl:1][C:2]1[C:3]([O:13][CH2:15][C:16]2[CH:21]=[CH:20][C:19]([O:22][CH3:23])=[CH:18][CH:17]=2)=[CH:4][C:5]([OH:12])=[C:6]([CH:11]=1)[C:7]([O:9][CH3:10])=[O:8]. The yield is 0.600. (6) The reactants are [NH2:1][C:2]1[S:3][C:4]2[C:9]([N:10]([CH3:18])[C@H:11]([CH2:14][CH:15]([CH3:17])[CH3:16])[CH2:12][OH:13])=[N:8][C:7]([S:19]CC3C=CC=CC=3)=[N:6][C:5]=2[N:27]=1.[Na].[NH4+].[Cl-]. No catalyst specified. The product is [NH2:1][C:2]1[S:3][C:4]2[C:9]([N:10]([CH3:18])[C@H:11]([CH2:14][CH:15]([CH3:17])[CH3:16])[CH2:12][OH:13])=[N:8][C:7]([SH:19])=[N:6][C:5]=2[N:27]=1. The yield is 0.800. (7) The reactants are [F:1][C:2]([F:7])([F:6])[C:3]([OH:5])=[O:4].[F:8][C:9]([F:14])([F:13])[C:10]([OH:12])=[O:11].[NH2:15][C:16]1[N:17]=[CH:18][C:19]([C:35]2[CH:36]=[N:37][N:38]([CH:40]3[CH2:45][CH2:44][NH:43][CH2:42][CH2:41]3)[CH:39]=2)=[C:20]2[CH:24]=[C:23]([C:25]3[C:33]4[C:28](=[CH:29][N:30]=[C:31]([OH:34])[CH:32]=4)[S:27][CH:26]=3)[O:22][C:21]=12.C1C[O:49][CH2:48][CH2:47]1.C(N(CC)CC)C.C(OC(=O)C)(=O)C. The catalyst is CN(C=O)C. The product is [F:1][C:2]([F:7])([F:6])[C:3]([OH:5])=[O:4].[F:8][C:9]([F:14])([F:13])[C:10]([OH:12])=[O:11].[NH2:15][C:16]1[N:17]=[CH:18][C:19]([C:35]2[CH:36]=[N:37][N:38]([CH:40]3[CH2:45][CH2:44][N:43]([C:48](=[O:49])[CH3:47])[CH2:42][CH2:41]3)[CH:39]=2)=[C:20]2[CH:24]=[C:23]([C:25]3[C:33]4[C:28](=[CH:29][N:30]=[C:31]([OH:34])[CH:32]=4)[S:27][CH:26]=3)[O:22][C:21]=12. The yield is 0.0500.